Predict the reactants needed to synthesize the given product. From a dataset of Full USPTO retrosynthesis dataset with 1.9M reactions from patents (1976-2016). (1) Given the product [F:2][C:3]1[CH:10]=[C:9]([C:11]2[CH:16]=[CH:15][N:14]=[C:13]3[NH:17][C:18]([C:20]4[CH:21]=[N:22][N:23]([CH3:25])[CH:24]=4)=[N:19][C:12]=23)[CH:8]=[CH:7][C:4]=1[CH2:5][NH:6][S:36]([CH3:35])(=[O:38])=[O:37], predict the reactants needed to synthesize it. The reactants are: Cl.[F:2][C:3]1[CH:10]=[C:9]([C:11]2[CH:16]=[CH:15][N:14]=[C:13]3[NH:17][C:18]([C:20]4[CH:21]=[N:22][N:23]([CH3:25])[CH:24]=4)=[N:19][C:12]=23)[CH:8]=[CH:7][C:4]=1[CH2:5][NH2:6].CCN(C(C)C)C(C)C.[CH3:35][S:36](Cl)(=[O:38])=[O:37]. (2) The reactants are: [NH2:1][C:2]1[N:10]=[C:9]2[C:5]([N:6]=[CH:7][N:8]2[C@@H:11]2[O:15][C@H:14]([CH2:16][O:17][P:18]([NH:27][C@@H:28]([CH3:35])[C:29]([O:31][CH:32]([CH3:34])[CH3:33])=[O:30])([O:20][C:21]3[CH:26]=[CH:25][CH:24]=[CH:23][CH:22]=3)=[O:19])[C@@H:13]([O:36]C(OCC3C=CC=CC=3)=O)[C@:12]2([F:48])[CH3:47])=[C:4]([O:49][CH3:50])[N:3]=1.[H][H]. Given the product [NH2:1][C:2]1[N:10]=[C:9]2[C:5]([N:6]=[CH:7][N:8]2[C@@H:11]2[O:15][C@H:14]([CH2:16][O:17][P:18]([NH:27][C@@H:28]([CH3:35])[C:29]([O:31][CH:32]([CH3:34])[CH3:33])=[O:30])([O:20][C:21]3[CH:22]=[CH:23][CH:24]=[CH:25][CH:26]=3)=[O:19])[C@@H:13]([OH:36])[C@:12]2([F:48])[CH3:47])=[C:4]([O:49][CH3:50])[N:3]=1, predict the reactants needed to synthesize it. (3) Given the product [C:1]([NH:4][C:5]1[CH:10]=[CH:9][C:8]([S:11]([NH:22][C:19]2[CH:20]=[CH:21][C:16]([NH2:15])=[C:17]([NH:23][C:24](=[O:29])[C:25]([CH3:26])([CH3:27])[CH3:28])[CH:18]=2)(=[O:13])=[O:12])=[CH:7][CH:6]=1)(=[O:3])[CH3:2], predict the reactants needed to synthesize it. The reactants are: [C:1]([NH:4][C:5]1[CH:10]=[CH:9][C:8]([S:11](Cl)(=[O:13])=[O:12])=[CH:7][CH:6]=1)(=[O:3])[CH3:2].[NH2:15][C:16]1[CH:21]=[CH:20][C:19]([NH2:22])=[CH:18][C:17]=1[NH:23][C:24](=[O:29])[C:25]([CH3:28])([CH3:27])[CH3:26].N1C=CC=CC=1. (4) Given the product [F:1]/[C:2](/[C:15]1[CH:19]=[C:18]([CH3:20])[N:17]([CH:21]2[CH2:26][CH2:25][CH2:24][CH2:23][O:22]2)[N:16]=1)=[CH:35]\[C:34]1[CH:37]=[CH:38][C:31]([CH2:27][CH:28]([CH3:30])[CH3:29])=[CH:32][CH:33]=1, predict the reactants needed to synthesize it. The reactants are: [F:1][CH:2]([C:15]1[CH:19]=[C:18]([CH3:20])[N:17]([CH:21]2[CH2:26][CH2:25][CH2:24][CH2:23][O:22]2)[N:16]=1)S(C1SC2C=CC=CC=2N=1)(=O)=O.[CH2:27]([C:31]1[CH:38]=[CH:37][C:34]([CH:35]=O)=[CH:33][CH:32]=1)[CH:28]([CH3:30])[CH3:29]. (5) Given the product [C:1]([O:5][C:6](=[O:20])[CH2:7][O:8][C:9]1[C:18]2[CH2:17][CH2:16][CH2:15][CH:14]([NH2:27])[C:13]=2[CH:12]=[CH:11][CH:10]=1)([CH3:4])([CH3:3])[CH3:2], predict the reactants needed to synthesize it. The reactants are: [C:1]([O:5][C:6](=[O:20])[CH2:7][O:8][C:9]1[C:18]2[CH2:17][CH2:16][CH2:15][C:14](=O)[C:13]=2[CH:12]=[CH:11][CH:10]=1)([CH3:4])([CH3:3])[CH3:2].C([O-])(=O)C.[NH4+].C([BH3-])#[N:27].[Na+]. (6) Given the product [C:1]([NH:4][C:5]1[C:14]([NH2:15])=[CH:13][C:8]([C:9]([OH:11])=[O:10])=[C:7]([OH:16])[C:6]=1[Br:17])(=[O:3])[CH3:2], predict the reactants needed to synthesize it. The reactants are: [C:1]([NH:4][C:5]1[C:14]([NH2:15])=[CH:13][C:8]([C:9]([O:11]C)=[O:10])=[C:7]([OH:16])[C:6]=1[Br:17])(=[O:3])[CH3:2].Cl. (7) Given the product [NH2:32][C:28]1[CH:27]=[C:26]([S:23]([NH:22][C:20]([C:8]2[C:9]([N:11]([CH3:19])[C:12]3[CH:17]=[CH:16][CH:15]=[CH:14][C:13]=3[CH3:18])=[N:10][C:5]([C:1]([CH3:4])([CH3:3])[CH3:2])=[CH:6][CH:7]=2)=[O:21])(=[O:24])=[O:25])[CH:31]=[CH:30][CH:29]=1, predict the reactants needed to synthesize it. The reactants are: [C:1]([C:5]1[N:10]=[C:9]([N:11]([CH3:19])[C:12]2[CH:17]=[CH:16][CH:15]=[CH:14][C:13]=2[CH3:18])[C:8]([C:20]([NH:22][S:23]([C:26]2[CH:31]=[CH:30][CH:29]=[C:28]([N+:32]([O-])=O)[CH:27]=2)(=[O:25])=[O:24])=[O:21])=[CH:7][CH:6]=1)([CH3:4])([CH3:3])[CH3:2]. (8) Given the product [Cl:9][C:10]1[CH:11]=[C:12]([CH:16]=[CH:17][CH:18]=1)[C:13]([NH:1][C:2]1[CH:7]=[C:6]([Cl:8])[CH:5]=[CH:4][N:3]=1)=[O:14], predict the reactants needed to synthesize it. The reactants are: [NH2:1][C:2]1[CH:7]=[C:6]([Cl:8])[CH:5]=[CH:4][N:3]=1.[Cl:9][C:10]1[CH:11]=[C:12]([CH:16]=[CH:17][CH:18]=1)[C:13](O)=[O:14].C(N=C=NCCCN(C)C)C.O.